From a dataset of Catalyst prediction with 721,799 reactions and 888 catalyst types from USPTO. Predict which catalyst facilitates the given reaction. (1) Reactant: [C:1](Cl)(=[O:6])[C:2]([CH3:5])([CH3:4])[CH3:3].C(C1CCCN(C([NH:19][C:20]2[C:21]([CH3:37])=[CH:22][C:23]3[N:24]([CH:34]([CH3:36])[CH3:35])[C:25]4[C:30]([C:31]=3[C:32]=2[CH3:33])=[CH:29][CH:28]=[CH:27][CH:26]=4)=O)C1)(=O)N.C(N(CC)CC)C.C(OCC)C. Product: [C:1]([NH:19][C:20]1[C:21]([CH3:37])=[CH:22][C:23]2[N:24]([CH:34]([CH3:35])[CH3:36])[C:25]3[C:30]([C:31]=2[C:32]=1[CH3:33])=[CH:29][CH:28]=[CH:27][CH:26]=3)(=[O:6])[C:2]([CH3:5])([CH3:4])[CH3:3]. The catalyst class is: 2. (2) Reactant: [CH3:1][C:2]([CH3:15])([CH2:8][C:9]1[CH:14]=[CH:13][CH:12]=[CH:11][CH:10]=1)[C:3](=O)[C:4]([OH:6])=[O:5].[CH3:16][NH2:17]. Product: [CH3:16][NH:17][C@H:3]([C:4]([OH:6])=[O:5])[C:2]([CH3:15])([CH2:8][C:9]1[CH:14]=[CH:13][CH:12]=[CH:11][CH:10]=1)[CH3:1]. The catalyst class is: 7. (3) Reactant: [O-]CC.[Na+].[CH2:5]([N:12]1[C:16]([CH:17]=O)=[CH:15][C:14]([N:19]([CH3:28])[S:20]([C:23]2[S:24][CH:25]=[CH:26][CH:27]=2)(=[O:22])=[O:21])=[CH:13]1)[C:6]1[CH:11]=[CH:10][CH:9]=[CH:8][CH:7]=1.[N:29]([CH2:32][C:33]([O:35][CH2:36][CH3:37])=[O:34])=[N+]=[N-].[Cl-].[NH4+]. Product: [CH2:5]([N:12]1[C:16]2[CH:17]=[C:32]([C:33]([O:35][CH2:36][CH3:37])=[O:34])[NH:29][C:15]=2[C:14]([N:19]([CH3:28])[S:20]([C:23]2[S:24][CH:25]=[CH:26][CH:27]=2)(=[O:22])=[O:21])=[CH:13]1)[C:6]1[CH:7]=[CH:8][CH:9]=[CH:10][CH:11]=1. The catalyst class is: 8. (4) Reactant: C(OC([NH:8][CH2:9][C:10]([NH:12][C:13]1[CH:14]=[C:15]([C:24]2[S:46][C:27]3=[N:28][C:29]([N:33]4[CH2:38][CH2:37][N:36](C(OC(C)(C)C)=O)[CH2:35][CH2:34]4)=[CH:30][C:31](=[O:32])[N:26]3[N:25]=2)[CH:16]=[C:17]([C:19]([OH:23])(C)[CH2:20]O)[CH:18]=1)=[O:11])=O)(C)(C)C.O. Product: [C:19]([C:17]1[CH:18]=[C:13]([NH:12][C:10](=[O:11])[CH2:9][NH2:8])[CH:14]=[C:15]([C:24]2[S:46][C:27]3=[N:28][C:29]([N:33]4[CH2:38][CH2:37][NH:36][CH2:35][CH2:34]4)=[CH:30][C:31](=[O:32])[N:26]3[N:25]=2)[CH:16]=1)(=[O:23])[CH3:20]. The catalyst class is: 1. (5) Reactant: [CH2:1]([C:3]1[CH:4]=[C:5]([CH:25]=[CH:26][CH:27]=1)[O:6][C:7]1[CH:12]=[CH:11][C:10]([C:13]2[C:18]3=[N:19][S:20](=[O:24])(=[O:23])[CH2:21][CH2:22][N:17]3[CH:16]=[CH:15][CH:14]=2)=[CH:9][CH:8]=1)[CH3:2]. Product: [CH2:1]([C:3]1[CH:4]=[C:5]([CH:25]=[CH:26][CH:27]=1)[O:6][C:7]1[CH:8]=[CH:9][C:10]([CH:13]2[C:18]3=[N:19][S:20](=[O:23])(=[O:24])[CH2:21][CH2:22][N:17]3[CH2:16][CH2:15][CH2:14]2)=[CH:11][CH:12]=1)[CH3:2]. The catalyst class is: 609. (6) The catalyst class is: 8. Product: [F:1][C:2]1[CH:7]=[CH:6][C:5]([C:8]([C:10]2[CH:11]=[C:12]3[C:17](=[CH:18][CH:19]=2)[N:16]=[C:15]([NH:20][C@H:21]2[C:29]4[C:24](=[CH:25][CH:26]=[CH:27][CH:28]=4)[CH2:23][CH2:22]2)[CH:14]=[CH:13]3)=[N:31][OH:32])=[CH:4][CH:3]=1. Reactant: [F:1][C:2]1[CH:7]=[CH:6][C:5]([C:8]([C:10]2[CH:11]=[C:12]3[C:17](=[CH:18][CH:19]=2)[N:16]=[C:15]([NH:20][C@H:21]2[C:29]4[C:24](=[CH:25][CH:26]=[CH:27][CH:28]=4)[CH2:23][CH2:22]2)[CH:14]=[CH:13]3)=O)=[CH:4][CH:3]=1.Cl.[NH2:31][OH:32].C(=O)([O-])[O-].[Na+].[Na+].O. (7) Reactant: [H-].[Na+].[Br:3][C:4]1[CH:5]=[C:6]2[C:10](=[CH:11][CH:12]=1)[NH:9][CH:8]=[CH:7]2.S(O[CH2:24][CH:25]1[CH2:30][CH2:29][N:28]([C:31]([O:33][CH2:34][C:35]2[CH:40]=[CH:39][CH:38]=[CH:37][CH:36]=2)=[O:32])[CH2:27][CH2:26]1)(C1C=CC(C)=CC=1)(=O)=O.C(OCC)(=O)C.CCCCCC. Product: [Br:3][C:4]1[CH:5]=[C:6]2[C:10](=[CH:11][CH:12]=1)[N:9]([CH2:24][CH:25]1[CH2:30][CH2:29][N:28]([C:31]([O:33][CH2:34][C:35]3[CH:36]=[CH:37][CH:38]=[CH:39][CH:40]=3)=[O:32])[CH2:27][CH2:26]1)[CH:8]=[CH:7]2. The catalyst class is: 3. (8) Reactant: [CH3:1][O:2][C:3]1[CH:8]=[CH:7][C:6]([C:9]2[CH2:10][CH2:11][O:12][CH2:13][CH:14]=2)=[CH:5][C:4]=1[N+:15]([O-])=O. Product: [CH3:1][O:2][C:3]1[CH:8]=[CH:7][C:6]([CH:9]2[CH2:14][CH2:13][O:12][CH2:11][CH2:10]2)=[CH:5][C:4]=1[NH2:15]. The catalyst class is: 29. (9) Reactant: CC1C=C(C)C=C(C)C=1S([O-])(=O)=O.[NH2:14][N+:15]1[CH:20]=[C:19]([Cl:21])[N:18]=[C:17]([O:22][CH2:23][C:24]2[CH:29]=[CH:28][CH:27]=[CH:26][CH:25]=2)[CH:16]=1.[C:30](#[N:33])[CH:31]=[CH2:32].CCN(C(C)C)C(C)C.C(C1C(=O)C(Cl)=C(Cl)C(=O)C=1C#N)#N. Product: [CH2:23]([O:22][C:17]1[C:16]2[N:15]([N:14]=[CH:32][C:31]=2[C:30]#[N:33])[CH:20]=[C:19]([Cl:21])[N:18]=1)[C:24]1[CH:25]=[CH:26][CH:27]=[CH:28][CH:29]=1. The catalyst class is: 12.